This data is from Peptide-MHC class I binding affinity with 185,985 pairs from IEDB/IMGT. The task is: Regression. Given a peptide amino acid sequence and an MHC pseudo amino acid sequence, predict their binding affinity value. This is MHC class I binding data. (1) The peptide sequence is LASAMRMLW. The MHC is HLA-B07:02 with pseudo-sequence HLA-B07:02. The binding affinity (normalized) is 0.213. (2) The MHC is HLA-A11:01 with pseudo-sequence HLA-A11:01. The binding affinity (normalized) is 0.496. The peptide sequence is FVSLVKKNKK. (3) The peptide sequence is ILPCPQINTL. The MHC is HLA-A02:01 with pseudo-sequence HLA-A02:01. The binding affinity (normalized) is 0.332. (4) The peptide sequence is FVMPIFEQI. The MHC is HLA-A29:02 with pseudo-sequence HLA-A29:02. The binding affinity (normalized) is 0.213. (5) The peptide sequence is IFFTTSLFLH. The MHC is HLA-A11:01 with pseudo-sequence HLA-A11:01. The binding affinity (normalized) is 0.0964.